From a dataset of Reaction yield outcomes from USPTO patents with 853,638 reactions. Predict the reaction yield, written as a fraction of the theoretical maximum amount of product (1.0 means a 100% yield; for example, 0.34 means a 34% yield). (1) The reactants are CC([O-])(CC)C.[Na+].Cl[C:9]1[N:14]=[C:13]2[O:15][C:16]([C:22]3[CH:27]=[CH:26][C:25]([F:28])=[CH:24][CH:23]=3)=[C:17]([C:18](=[O:21])[NH:19][CH3:20])[C:12]2=[CH:11][C:10]=1[C:29]1[CH:30]=[N:31][C:32]([O:39][CH3:40])=[C:33]([CH:38]=1)[C:34]([O:36]C)=[O:35].[F:41][C:42]([F:46])([F:45])[CH2:43][NH2:44]. The catalyst is O1CCOCC1. The product is [F:28][C:25]1[CH:26]=[CH:27][C:22]([C:16]2[O:15][C:13]3=[N:14][C:9]([NH:44][CH2:43][C:42]([F:46])([F:45])[F:41])=[C:10]([C:29]4[CH:30]=[N:31][C:32]([O:39][CH3:40])=[C:33]([CH:38]=4)[C:34]([OH:36])=[O:35])[CH:11]=[C:12]3[C:17]=2[C:18](=[O:21])[NH:19][CH3:20])=[CH:23][CH:24]=1. The yield is 0.830. (2) The reactants are [CH3:1][C:2]1[CH:17]=[CH:16][C:5]([CH2:6][C:7]2[C:15]3[S:14][CH:13]=[CH:12][C:11]=3[CH:10]=[CH:9][CH:8]=2)=[CH:4][CH:3]=1.[Br:18]N1C(=O)CCC1=O. The catalyst is C(#N)C. The product is [Br:18][C:12]1[C:11]2[CH:10]=[CH:9][CH:8]=[C:7]([CH2:6][C:5]3[CH:4]=[CH:3][C:2]([CH3:1])=[CH:17][CH:16]=3)[C:15]=2[S:14][CH:13]=1. The yield is 0.560. (3) The reactants are Br[C:2]1[CH:9]=[C:8]([O:10][CH3:11])[C:5]([C:6]#[N:7])=[C:4]([F:12])[CH:3]=1.[C:13]1(B(O)O)[CH:18]=[CH:17][CH:16]=[CH:15][CH:14]=1.C([O-])([O-])=O.[Na+].[Na+]. The catalyst is C1(C)C=CC=CC=1.CCO.CCOC(C)=O. The product is [F:12][C:4]1[CH:3]=[C:2]([C:13]2[CH:18]=[CH:17][CH:16]=[CH:15][CH:14]=2)[CH:9]=[C:8]([O:10][CH3:11])[C:5]=1[C:6]#[N:7]. The yield is 0.970. (4) The reactants are O(C)C.[CH2:4]([SH:8])[CH2:5][CH2:6][SH:7].[F:9][C:10]1[CH:11]=[C:12]([CH:15]=[C:16]([F:18])[CH:17]=1)[CH:13]=O.CCOC(C)=O.CCCCCC. The catalyst is C(Cl)Cl. The product is [F:9][C:10]1[CH:11]=[C:12]([CH:13]2[S:8][CH2:4][CH2:5][CH2:6][S:7]2)[CH:15]=[C:16]([F:18])[CH:17]=1. The yield is 0.990. (5) The reactants are [Cl:1][C:2]1[N:6]2[CH:7]=[C:8]([C:15]3[CH:19]=[CH:18][O:17][CH:16]=3)[CH:9]=[C:10]([C:11]([F:14])([F:13])[F:12])[C:5]2=[N:4][C:3]=1[C:20]([OH:22])=O.[CH3:23][C:24]1([CH3:36])[CH2:28][O:27][C:26](=[O:29])[N:25]1[CH:30]1[CH2:35][CH2:34][NH:33][CH2:32][CH2:31]1.OC1C2N=NNC=2C=CC=1. The catalyst is CN(C=O)C.C(Cl)Cl. The product is [Cl:1][C:2]1[N:6]2[CH:7]=[C:8]([C:15]3[CH:19]=[CH:18][O:17][CH:16]=3)[CH:9]=[C:10]([C:11]([F:13])([F:12])[F:14])[C:5]2=[N:4][C:3]=1[C:20]([N:33]1[CH2:32][CH2:31][CH:30]([N:25]2[C:24]([CH3:23])([CH3:36])[CH2:28][O:27][C:26]2=[O:29])[CH2:35][CH2:34]1)=[O:22]. The yield is 0.140. (6) The catalyst is C(Cl)Cl.CN(C)C=O. The yield is 0.650. The reactants are [CH:1]1([CH2:7][C@H:8]([N:12]2[CH2:20][C:19]3[C:14](=[CH:15][CH:16]=[CH:17][C:18]=3[F:21])[C:13]2=[O:22])[C:9]([OH:11])=O)[CH2:6][CH2:5][CH2:4][CH2:3][CH2:2]1.C(Cl)(=O)C(Cl)=O.[CH3:29][O:30][CH2:31][CH2:32][N:33]1[CH:37]=[CH:36][C:35]([NH2:38])=[N:34]1.N1C(C)=CC=CC=1C. The product is [CH:1]1([CH2:7][C@H:8]([N:12]2[CH2:20][C:19]3[C:14](=[CH:15][CH:16]=[CH:17][C:18]=3[F:21])[C:13]2=[O:22])[C:9]([NH:38][C:35]2[CH:36]=[CH:37][N:33]([CH2:32][CH2:31][O:30][CH3:29])[N:34]=2)=[O:11])[CH2:2][CH2:3][CH2:4][CH2:5][CH2:6]1.